This data is from Peptide-MHC class II binding affinity with 134,281 pairs from IEDB. The task is: Regression. Given a peptide amino acid sequence and an MHC pseudo amino acid sequence, predict their binding affinity value. This is MHC class II binding data. (1) The peptide sequence is ASKNFHLQKNTIGTG. The MHC is HLA-DQA10301-DQB10302 with pseudo-sequence HLA-DQA10301-DQB10302. The binding affinity (normalized) is 0.0190. (2) The peptide sequence is LAGGAATAGAFSRPGLPVEY. The MHC is DRB1_0301 with pseudo-sequence DRB1_0301. The binding affinity (normalized) is 0. (3) The peptide sequence is KKLLCDIGESSSSSVTE. The MHC is DRB1_1301 with pseudo-sequence DRB1_1301. The binding affinity (normalized) is 0.339. (4) The peptide sequence is FVAGAKYMVIQGEPG. The MHC is DRB1_0101 with pseudo-sequence DRB1_0101. The binding affinity (normalized) is 0.645. (5) The peptide sequence is CPLDHVNTLHFLTRG. The MHC is DRB4_0101 with pseudo-sequence DRB4_0103. The binding affinity (normalized) is 0.387. (6) The peptide sequence is TEYQKTKLNDWDFVV. The MHC is DRB4_0101 with pseudo-sequence DRB4_0103. The binding affinity (normalized) is 0.0619. (7) The peptide sequence is PRTKYTATISGLKPG. The MHC is DRB1_1201 with pseudo-sequence DRB1_1201. The binding affinity (normalized) is 0.173. (8) The peptide sequence is KPTAAGPKDNGGACG. The MHC is DRB1_1201 with pseudo-sequence DRB1_1201. The binding affinity (normalized) is 0. (9) The peptide sequence is QQLLFIHFRIGCRHSRIG. The MHC is DRB1_0301 with pseudo-sequence DRB1_0301. The binding affinity (normalized) is 0.392. (10) The peptide sequence is SQEYSVSVANEANVY. The MHC is H-2-IAb with pseudo-sequence H-2-IAb. The binding affinity (normalized) is 0.391.